Dataset: Catalyst prediction with 721,799 reactions and 888 catalyst types from USPTO. Task: Predict which catalyst facilitates the given reaction. (1) Reactant: [OH-].[Na+].C(N(CC)C(=O)[S:7][C:8]1[CH:13]=[C:12]([Br:14])[CH:11]=[C:10]([Br:15])[CH:9]=1)C. Product: [Br:14][C:12]1[CH:13]=[C:8]([SH:7])[CH:9]=[C:10]([Br:15])[CH:11]=1. The catalyst class is: 5. (2) Reactant: [CH3:1][C:2]1[CH:7]=[C:6]([CH3:8])[CH:5]=[C:4]([CH3:9])[C:3]=1[NH:10][CH:11]=O.O=P(Cl)(Cl)Cl.C(N(CC)CC)C. Product: [CH3:1][C:2]1[CH:7]=[C:6]([CH3:8])[CH:5]=[C:4]([CH3:9])[C:3]=1[N+:10]#[C-:11]. The catalyst class is: 4. (3) Reactant: CO[CH:3]1[CH2:7][CH2:6][CH:5](OC)O1.[NH2:10][C:11]1[CH:20]=[CH:19][C:18]2[N:17]=[C:16]([NH2:21])[C:15]3[N:22]=[CH:23][N:24]([CH2:25][CH:26]([CH3:28])[CH3:27])[C:14]=3[C:13]=2[CH:12]=1. Product: [CH3:27][CH:26]([CH3:28])[CH2:25][N:24]1[C:14]2[C:13]3[CH:12]=[C:11]([N:10]4[CH:3]=[CH:7][CH:6]=[CH:5]4)[CH:20]=[CH:19][C:18]=3[N:17]=[C:16]([NH2:21])[C:15]=2[N:22]=[CH:23]1. The catalyst class is: 15. (4) Reactant: [CH2:1]([NH2:8])[C:2]1[CH:7]=[CH:6][CH:5]=[CH:4][CH:3]=1.[ClH:9].[C:10](=[NH:15])(OC)[CH2:11][CH3:12]. Product: [ClH:9].[CH2:1]([NH:8][C:10](=[NH:15])[CH2:11][CH3:12])[C:2]1[CH:7]=[CH:6][CH:5]=[CH:4][CH:3]=1. The catalyst class is: 5. (5) Reactant: Cl.[CH2:2]([O:9][C:10]([NH:12][CH:13]1[CH2:18][CH2:17][N:16](C(OC(C)(C)C)=O)[CH2:15][C:14]1([CH3:27])[CH3:26])=[O:11])[C:3]1[CH:8]=[CH:7][CH:6]=[CH:5][CH:4]=1. Product: [CH2:2]([O:9][C:10]([NH:12][CH:13]1[CH2:18][CH2:17][NH:16][CH2:15][C:14]1([CH3:27])[CH3:26])=[O:11])[C:3]1[CH:4]=[CH:5][CH:6]=[CH:7][CH:8]=1. The catalyst class is: 12. (6) Reactant: Cl[CH2:2][C:3]1[N:8]2[C:9]3[CH:10]=[CH:11][CH:12]=[C:13]([F:16])[C:14]=3[CH:15]=[C:7]2[C:6]2[N:17]=[C:18]([C:21]3[C:22]([N:41]([CH3:46])[S:42]([CH3:45])(=[O:44])=[O:43])=[CH:23][C:24]4[O:28][C:27]([C:29]5[CH:34]=[CH:33][C:32]([F:35])=[CH:31][CH:30]=5)=[C:26]([C:36]([NH:38][CH3:39])=[O:37])[C:25]=4[CH:40]=3)[CH:19]=[CH:20][C:5]=2[N:4]=1.Cl.[F:48][CH:49]1[CH2:52][NH:51][CH2:50]1.C([O-])([O-])=O.[Cs+].[Cs+].O. Product: [F:16][C:13]1[C:14]2[CH:15]=[C:7]3[C:6]4[N:17]=[C:18]([C:21]5[C:22]([N:41]([CH3:46])[S:42]([CH3:45])(=[O:44])=[O:43])=[CH:23][C:24]6[O:28][C:27]([C:29]7[CH:34]=[CH:33][C:32]([F:35])=[CH:31][CH:30]=7)=[C:26]([C:36]([NH:38][CH3:39])=[O:37])[C:25]=6[CH:40]=5)[CH:19]=[CH:20][C:5]=4[N:4]=[C:3]([CH2:2][N:51]4[CH2:52][CH:49]([F:48])[CH2:50]4)[N:8]3[C:9]=2[CH:10]=[CH:11][CH:12]=1. The catalyst class is: 3. (7) Reactant: [Br:1][C:2]1[CH:9]=[C:8]([Br:10])[C:7]([O:11][C:12]2[CH:17]=[CH:16][C:15]([N+:18]([O-:20])=[O:19])=[CH:14][C:13]=2[F:21])=[CH:6][C:3]=1[CH:4]=O.[CH3:22][NH:23][NH2:24]. Product: [Br:1][C:2]1[CH:9]=[C:8]([Br:10])[C:7]([O:11][C:12]2[CH:17]=[CH:16][C:15]([N+:18]([O-:20])=[O:19])=[CH:14][C:13]=2[F:21])=[CH:6][C:3]=1[CH:4]=[N:24][NH:23][CH3:22]. The catalyst class is: 1. (8) Reactant: Br[CH2:2][C:3]([C:5]1[CH:10]=[CH:9][CH:8]=[CH:7][CH:6]=1)=[O:4].[C:11]1(=[O:21])[NH:15][C:14](=[O:16])[C:13]2=[CH:17][CH:18]=[CH:19][CH:20]=[C:12]12.[K].O. Product: [C:11]1(=[O:21])[N:15]([CH2:2][C:3]([C:5]2[CH:10]=[CH:9][CH:8]=[CH:7][CH:6]=2)=[O:4])[C:14](=[O:16])[C:13]2=[CH:17][CH:18]=[CH:19][CH:20]=[C:12]12. The catalyst class is: 3. (9) Reactant: [NH2:1][CH2:2][C:3]1[CH:10]=[CH:9][C:6]([C:7]#[N:8])=[CH:5][CH:4]=1.N[C@H:12]([C:15]([OH:17])=[O:16])[CH2:13][SH:14].C(N(CC)CC)C.[CH3:25][C:26]([O:29][C:30](O[C:30]([O:29][C:26]([CH3:28])([CH3:27])[CH3:25])=[O:31])=[O:31])([CH3:28])[CH3:27]. Product: [C:26]([O:29][C:30]([NH:8][CH2:7][C:6]1[CH:9]=[CH:10][C:3]([C:2]2[S:14][CH2:13][C@@H:12]([C:15]([OH:17])=[O:16])[N:1]=2)=[CH:4][CH:5]=1)=[O:31])([CH3:28])([CH3:27])[CH3:25]. The catalyst class is: 5. (10) Reactant: [H-].[Na+].[CH3:3][CH:4]([OH:6])[CH3:5].F[C:8]1[N:13]=[CH:12][C:11]([C:14]2([OH:41])[CH2:19][CH2:18][CH:17]([N:20]3[CH2:23][CH:22]([NH:24][C:25]([CH2:27][NH:28][C:29](=[O:40])[C:30]4[CH:35]=[CH:34][CH:33]=[C:32]([C:36]([F:39])([F:38])[F:37])[CH:31]=4)=[O:26])[CH2:21]3)[CH2:16][CH2:15]2)=[CH:10][CH:9]=1. Product: [OH:41][C:14]1([C:11]2[CH:12]=[N:13][C:8]([O:6][CH:4]([CH3:5])[CH3:3])=[CH:9][CH:10]=2)[CH2:15][CH2:16][CH:17]([N:20]2[CH2:23][CH:22]([NH:24][C:25]([CH2:27][NH:28][C:29](=[O:40])[C:30]3[CH:35]=[CH:34][CH:33]=[C:32]([C:36]([F:39])([F:37])[F:38])[CH:31]=3)=[O:26])[CH2:21]2)[CH2:18][CH2:19]1. The catalyst class is: 3.